Dataset: Full USPTO retrosynthesis dataset with 1.9M reactions from patents (1976-2016). Task: Predict the reactants needed to synthesize the given product. (1) The reactants are: [OH:1][C:2]1[CH:3]=[C:4]([CH2:8][C:9]([O:11][CH2:12][CH3:13])=[O:10])[CH:5]=[CH:6][CH:7]=1.C(=O)([O-])[O-].[K+].[K+].[F:20][C:21]1[CH:28]=[CH:27][CH:26]=[C:25]([F:29])[C:22]=1[CH2:23]Br. Given the product [F:20][C:21]1[CH:28]=[CH:27][CH:26]=[C:25]([F:29])[C:22]=1[CH2:23][O:1][C:2]1[CH:3]=[C:4]([CH2:8][C:9]([O:11][CH2:12][CH3:13])=[O:10])[CH:5]=[CH:6][CH:7]=1, predict the reactants needed to synthesize it. (2) Given the product [Br:1][C:2]1[CH:14]=[C:13]([C:15]([NH2:16])=[O:17])[C:12]2[NH:11][C:10]3[C:5]([C:4]=2[CH:3]=1)=[CH:6][CH:7]=[C:8]([C:18]([N:40]1[CH2:41][CH2:42][N:37]([CH3:36])[CH2:38][CH2:39]1)=[O:19])[CH:9]=3, predict the reactants needed to synthesize it. The reactants are: [Br:1][C:2]1[CH:3]=[C:4]2[C:12](=[C:13]([C:15](=[O:17])[NH2:16])[CH:14]=1)[NH:11][C:10]1[CH:9]=[C:8]([C:18](O)=[O:19])[CH:7]=[CH:6][C:5]2=1.C(Cl)CCl.O.ON1C2C=CC=CC=2N=N1.[CH3:36][N:37]1[CH2:42][CH2:41][NH:40][CH2:39][CH2:38]1.